Regression/Classification. Given a drug SMILES string, predict its absorption, distribution, metabolism, or excretion properties. Task type varies by dataset: regression for continuous measurements (e.g., permeability, clearance, half-life) or binary classification for categorical outcomes (e.g., BBB penetration, CYP inhibition). Dataset: cyp2c9_veith. From a dataset of CYP2C9 inhibition data for predicting drug metabolism from PubChem BioAssay. The compound is CN1CCN(c2ncnc3ccc(-c4ccccc4Cl)cc23)CC1. The result is 0 (non-inhibitor).